This data is from PAMPA (Parallel Artificial Membrane Permeability Assay) permeability data from NCATS. The task is: Regression/Classification. Given a drug SMILES string, predict its absorption, distribution, metabolism, or excretion properties. Task type varies by dataset: regression for continuous measurements (e.g., permeability, clearance, half-life) or binary classification for categorical outcomes (e.g., BBB penetration, CYP inhibition). Dataset: pampa_ncats. (1) The molecule is CC(C)CN(C[C@H]([C@H](CC1=CC=CC=C1)NC(=O)O[C@@H]2CO[C@@H]3[C@H]2CCO3)O)S(=O)(=O)C4=CC=C(C=C4)N. The result is 1 (high permeability). (2) The compound is CC(=O)N1CCN(CC1)C2=NC(=CS2)C3=CC=C(C=C3)Br. The result is 1 (high permeability). (3) The result is 1 (high permeability). The compound is C1CC(CN(C1)C(=O)N)C(=O)N2CCCN(CC2)C3=CC=C(C=C3)F. (4) The compound is CC1=CC(=NC(=C1)NC(=S)N2CCN(CC2)C3=CC=CC(=N3)C(F)(F)F)C. The result is 1 (high permeability). (5) The molecule is CCOC(=O)C1CCN(CC1)C2=NC(=CS2)C3=CC=C(C=C3)Br. The result is 1 (high permeability). (6) The compound is CCOC(=O)C1=C(N(C(=C1C)C2=CC=CC=C2)CC(=O)NCC3=CC=CC=C3)C. The result is 1 (high permeability). (7) The compound is CC1=CC(=CC=C1)N2C=NC3=C2C=CC(=C3)C(=O)N4CCCC(C4)(C)C. The result is 1 (high permeability).